From a dataset of Experimentally validated miRNA-target interactions with 360,000+ pairs, plus equal number of negative samples. Binary Classification. Given a miRNA mature sequence and a target amino acid sequence, predict their likelihood of interaction. The protein sequence of the target gene is MEDGELIEYFKSQMKGDPKMASAVAAIQTLLEFLKRDKGETLQGLRANLTYAIKTLCGVDSSVAVSSGGELFLRFISLTSLEYSDYSKCKKIMIERGELFLRRISLSRNKIANLCHTFIKDGARILTHAYSRVVLRVLEEAVAAKKRFSVYITESQPDLSGKKMAKALSHLNVPVTVVLDAAVGYIMEKADLVIVGAEGVVENGGIINKIGTNQMAVCAKAQNKPFYVVAESFKFVRLFPLNQEDVPDKFKYKADTLKSVQTGQDLKEEHPWVDYTSPSLITLLFTDLGVLTPSAVSDEL.... Result: 0 (no interaction). The miRNA is hsa-miR-6090 with sequence GGGGAGCGAGGGGCGGGGC.